This data is from Forward reaction prediction with 1.9M reactions from USPTO patents (1976-2016). The task is: Predict the product of the given reaction. (1) Given the reactants [NH:1]1[CH2:6][CH2:5][CH2:4][CH2:3][CH2:2]1.[C:7](=O)([O-])[O-].[K+].[K+].O.[C:14](O)(=O)[CH2:15][C:16]([CH2:21][C:22](O)=O)([C:18]([OH:20])=O)O, predict the reaction product. The product is: [N:1]1([C:15]2[CH:14]=[CH:7][CH:22]=[CH:21][C:16]=2[CH:18]=[O:20])[CH2:6][CH2:5][CH2:4][CH2:3][CH2:2]1. (2) Given the reactants [CH2:1]([N:8]1[CH2:13][CH2:12][CH:11]([NH:14][C:15]2[CH:23]=[CH:22][C:18]([C:19]([NH2:21])=[O:20])=[C:17]([O:24][CH3:25])[CH:16]=2)[CH2:10][CH2:9]1)[C:2]1[CH:7]=[CH:6][CH:5]=[CH:4][CH:3]=1.[C:26]([BH3-])#N.[Na+].C(O)(=O)C.C=O, predict the reaction product. The product is: [CH2:1]([N:8]1[CH2:13][CH2:12][CH:11]([N:14]([CH3:26])[C:15]2[CH:23]=[CH:22][C:18]([C:19]([NH2:21])=[O:20])=[C:17]([O:24][CH3:25])[CH:16]=2)[CH2:10][CH2:9]1)[C:2]1[CH:3]=[CH:4][CH:5]=[CH:6][CH:7]=1. (3) Given the reactants [C:1]([C:4]1([C:10]2[C:18]3[C:13](=[CH:14][CH:15]=[C:16]([NH:19][C:20]([C:22]4[CH:27]=[CH:26][C:25]([N+:28]([O-])=O)=[CH:24][CH:23]=4)=[O:21])[CH:17]=3)[NH:12][N:11]=2)[CH:9]=[CH:8][CH:7]=[CH:6][CH2:5]1)(=[O:3])[CH3:2], predict the reaction product. The product is: [C:1]([C:4]1([C:10]2[C:18]3[C:13](=[CH:14][CH:15]=[C:16]([NH:19][C:20]([C:22]4[CH:23]=[CH:24][C:25]([NH2:28])=[CH:26][CH:27]=4)=[O:21])[CH:17]=3)[NH:12][N:11]=2)[CH:5]=[CH:6][CH:7]=[CH:8][CH2:9]1)(=[O:3])[CH3:2]. (4) Given the reactants [F:1][C:2]([F:25])([F:24])[C@H:3]1[CH2:8][CH2:7][C@H:6]([NH:9][C:10](=[O:23])[C:11]2[CH:16]=[C:15]([N+:17]([O-])=O)[C:14]([NH:20][CH3:21])=[CH:13][C:12]=2[F:22])[CH2:5][CH2:4]1, predict the reaction product. The product is: [F:24][C:2]([F:1])([F:25])[C@H:3]1[CH2:4][CH2:5][C@H:6]([NH:9][C:10](=[O:23])[C:11]2[CH:16]=[C:15]([NH2:17])[C:14]([NH:20][CH3:21])=[CH:13][C:12]=2[F:22])[CH2:7][CH2:8]1. (5) Given the reactants [CH2:1]([O:3][C:4](=[O:12])[C:5]1[CH:10]=[CH:9][C:8](F)=[CH:7][CH:6]=1)[CH3:2].C(=O)([O-])[O-].[K+].[K+].[NH2:19][CH:20]1[CH2:25][CH2:24][NH:23][CH2:22][CH2:21]1.C(=O)([O-])[O-].[Na+].[Na+].[CH2:32]([O:39][C:40](Cl)=[O:41])[C:33]1[CH:38]=[CH:37][CH:36]=[CH:35][CH:34]=1, predict the reaction product. The product is: [CH2:32]([O:39][C:40]([NH:19][CH:20]1[CH2:25][CH2:24][N:23]([C:8]2[CH:9]=[CH:10][C:5]([C:4]([O:3][CH2:1][CH3:2])=[O:12])=[CH:6][CH:7]=2)[CH2:22][CH2:21]1)=[O:41])[C:33]1[CH:38]=[CH:37][CH:36]=[CH:35][CH:34]=1. (6) The product is: [Cl:47][C:45]1[N:44]([C:48]2[CH:53]=[CH:52][C:51]([C:54]3[CH:59]=[CH:58][CH:57]=[C:56]([O:60][CH3:61])[C:55]=3[OH:62])=[CH:50][CH:49]=2)[C:43]([C:63]([O:65][CH2:66][CH3:67])=[O:64])=[C:42]([NH:41][C:20]([NH:17][C:5]2[CH:9]=[CH:10][C:2]([CH3:1])=[C:3]([C:11]([O:13][CH3:14])=[O:12])[CH:4]=2)=[O:23])[CH:46]=1. Given the reactants [CH3:1][C:2]1[CH:10]=[CH:9][C:5](C(O)=O)=[CH:4][C:3]=1[C:11]([O:13][CH3:14])=[O:12].C([N:17]([CH2:20]C)CC)C.P(N=[N+]=[N-])(OC1C=CC=CC=1)(OC1C=CC=CC=1)=[O:23].[NH2:41][C:42]1[CH:46]=[C:45]([Cl:47])[N:44]([C:48]2[CH:53]=[CH:52][C:51]([C:54]3[CH:59]=[CH:58][CH:57]=[C:56]([O:60][CH3:61])[C:55]=3[OH:62])=[CH:50][CH:49]=2)[C:43]=1[C:63]([O:65][CH2:66][CH3:67])=[O:64], predict the reaction product.